Dataset: Peptide-MHC class I binding affinity with 185,985 pairs from IEDB/IMGT. Task: Regression. Given a peptide amino acid sequence and an MHC pseudo amino acid sequence, predict their binding affinity value. This is MHC class I binding data. (1) The peptide sequence is QIDRLEDLSK. The MHC is HLA-A31:01 with pseudo-sequence HLA-A31:01. The binding affinity (normalized) is 0.185. (2) The peptide sequence is IIDLLLPST. The MHC is HLA-A68:02 with pseudo-sequence HLA-A68:02. The binding affinity (normalized) is 0. (3) The binding affinity (normalized) is 0.0847. The MHC is HLA-A02:12 with pseudo-sequence HLA-A02:12. The peptide sequence is AKATGRYNL. (4) The peptide sequence is HSEEGSRAY. The MHC is HLA-A80:01 with pseudo-sequence HLA-A80:01. The binding affinity (normalized) is 0.0847. (5) The peptide sequence is ATISYRIKL. The MHC is HLA-A26:01 with pseudo-sequence HLA-A26:01. The binding affinity (normalized) is 0.272. (6) The peptide sequence is GMFTNRSGSQ. The MHC is HLA-A24:02 with pseudo-sequence HLA-A24:02. The binding affinity (normalized) is 0. (7) The peptide sequence is YIYGIPLSL. The MHC is HLA-A02:06 with pseudo-sequence HLA-A02:06. The binding affinity (normalized) is 0.502. (8) The peptide sequence is ATNDGLIKK. The MHC is HLA-B08:03 with pseudo-sequence HLA-B08:03. The binding affinity (normalized) is 0.0847. (9) The peptide sequence is WLKGNISPV. The MHC is HLA-A02:01 with pseudo-sequence HLA-A02:01. The binding affinity (normalized) is 0.719. (10) The peptide sequence is RPVPHWPKY. The MHC is HLA-A02:06 with pseudo-sequence HLA-A02:06. The binding affinity (normalized) is 0.0847.